This data is from Retrosynthesis with 50K atom-mapped reactions and 10 reaction types from USPTO. The task is: Predict the reactants needed to synthesize the given product. (1) Given the product Cc1c(Cc2ccc(Cl)cc2)c(OC(F)F)nc2c(F)ccc(OCC(=O)O)c12, predict the reactants needed to synthesize it. The reactants are: COC(=O)COc1ccc(F)c2nc(OC(F)F)c(Cc3ccc(Cl)cc3)c(C)c12. (2) Given the product C(=Cc1ccccc1)c1ccccc1, predict the reactants needed to synthesize it. The reactants are: C=Cc1ccccc1.Ic1ccccc1.